Dataset: NCI-60 drug combinations with 297,098 pairs across 59 cell lines. Task: Regression. Given two drug SMILES strings and cell line genomic features, predict the synergy score measuring deviation from expected non-interaction effect. (1) Drug 1: C1CCC(CC1)NC(=O)N(CCCl)N=O. Drug 2: CCC1(CC2CC(C3=C(CCN(C2)C1)C4=CC=CC=C4N3)(C5=C(C=C6C(=C5)C78CCN9C7C(C=CC9)(C(C(C8N6C=O)(C(=O)OC)O)OC(=O)C)CC)OC)C(=O)OC)O.OS(=O)(=O)O. Cell line: HCT116. Synergy scores: CSS=18.8, Synergy_ZIP=-3.81, Synergy_Bliss=7.33, Synergy_Loewe=-1.43, Synergy_HSA=5.47. (2) Drug 1: C1CCN(CC1)CCOC2=CC=C(C=C2)C(=O)C3=C(SC4=C3C=CC(=C4)O)C5=CC=C(C=C5)O. Drug 2: C(=O)(N)NO. Cell line: DU-145. Synergy scores: CSS=4.10, Synergy_ZIP=0.528, Synergy_Bliss=4.12, Synergy_Loewe=-0.481, Synergy_HSA=0.870. (3) Cell line: NCI-H322M. Drug 1: C#CCC(CC1=CN=C2C(=N1)C(=NC(=N2)N)N)C3=CC=C(C=C3)C(=O)NC(CCC(=O)O)C(=O)O. Synergy scores: CSS=-2.92, Synergy_ZIP=0.237, Synergy_Bliss=-4.10, Synergy_Loewe=-4.00, Synergy_HSA=-5.75. Drug 2: C1CN(P(=O)(OC1)NCCCl)CCCl.